This data is from Peptide-MHC class I binding affinity with 185,985 pairs from IEDB/IMGT. The task is: Regression. Given a peptide amino acid sequence and an MHC pseudo amino acid sequence, predict their binding affinity value. This is MHC class I binding data. (1) The peptide sequence is STTVKAACWW. The MHC is HLA-B40:02 with pseudo-sequence HLA-B40:02. The binding affinity (normalized) is 0.102. (2) The peptide sequence is HECFVKRVDW. The MHC is HLA-B45:01 with pseudo-sequence HLA-B45:01. The binding affinity (normalized) is 0.0362. (3) The peptide sequence is GRQEKNPAL. The MHC is HLA-B15:01 with pseudo-sequence HLA-B15:01. The binding affinity (normalized) is 0.0847. (4) The peptide sequence is TLFKIDNNT. The MHC is HLA-A02:01 with pseudo-sequence HLA-A02:01. The binding affinity (normalized) is 0.0910. (5) The peptide sequence is FFVRPQVPL. The MHC is HLA-B54:01 with pseudo-sequence HLA-B54:01. The binding affinity (normalized) is 0.184. (6) The peptide sequence is KFNPMKTYI. The MHC is Mamu-B01 with pseudo-sequence Mamu-B01. The binding affinity (normalized) is 0. (7) The peptide sequence is RRDYRRGL. The MHC is HLA-A31:01 with pseudo-sequence HLA-A31:01. The binding affinity (normalized) is 0.568.